From a dataset of Reaction yield outcomes from USPTO patents with 853,638 reactions. Predict the reaction yield, written as a fraction of the theoretical maximum amount of product (1.0 means a 100% yield; for example, 0.34 means a 34% yield). (1) The reactants are [CH2:1]([N:8]1[C:16]2[C:11](=[CH:12][C:13]([OH:17])=[CH:14][CH:15]=2)[CH2:10][CH2:9]1)[C:2]1[CH:7]=[CH:6][CH:5]=[CH:4][CH:3]=1.[Na].[CH:19]([C:22]1[CH:27]=[CH:26][C:25]([N:28]=[C:29]=[O:30])=[CH:24][CH:23]=1)([CH3:21])[CH3:20]. The catalyst is C(OCC)C. The product is [CH:19]([C:22]1[CH:27]=[CH:26][C:25]([NH:28][C:29](=[O:30])[O:17][C:13]2[CH:12]=[C:11]3[C:16](=[CH:15][CH:14]=2)[N:8]([CH2:1][C:2]2[CH:3]=[CH:4][CH:5]=[CH:6][CH:7]=2)[CH2:9][CH2:10]3)=[CH:24][CH:23]=1)([CH3:21])[CH3:20]. The yield is 0.870. (2) The yield is 0.970. The product is [F:1][CH:2]([F:16])[O:3][C:4]1[CH:9]=[CH:8][C:7]([C:10]#[CH:11])=[CH:6][CH:5]=1. The catalyst is CCOCC.CCCCCC.C(Cl)Cl. The reactants are [F:1][CH:2]([F:16])[O:3][C:4]1[CH:9]=[CH:8][C:7]([C:10]#[C:11][Si](C)(C)C)=[CH:6][CH:5]=1.C(=O)([O-])[O-].[Cs+].[Cs+]. (3) The reactants are [Cl:1][C:2]1[CH:3]=[C:4]([CH2:9][CH2:10][CH2:11][CH2:12][CH2:13][C:14]2[CH:19]=[CH:18][C:17]([NH2:20])=[CH:16][CH:15]=2)[CH:5]=[CH:6][C:7]=1[Cl:8].[CH3:21][O:22][C:23](=[O:36])[C:24]1[CH:29]=[C:28]([N+:30]([O-:32])=[O:31])[C:27]([O:33][CH3:34])=[CH:26][C:25]=1F. The catalyst is C1COCC1. The product is [CH3:21][O:22][C:23](=[O:36])[C:24]1[CH:29]=[C:28]([N+:30]([O-:32])=[O:31])[C:27]([O:33][CH3:34])=[CH:26][C:25]=1[NH:20][C:17]1[CH:16]=[CH:15][C:14]([CH2:13][CH2:12][CH2:11][CH2:10][CH2:9][C:4]2[CH:5]=[CH:6][C:7]([Cl:8])=[C:2]([Cl:1])[CH:3]=2)=[CH:19][CH:18]=1. The yield is 0.370. (4) The reactants are [Cl:1][C:2]1[CH:7]=[CH:6][C:5]([C:8]2[CH:13]=[CH:12][C:11]([C:14]3[CH:15]=[N:16][N:17]([CH:19](Br)[CH2:20][CH3:21])[N:18]=3)=[CH:10][CH:9]=2)=[CH:4][CH:3]=1.[NH:23]1[CH2:28][CH2:27][CH2:26][CH2:25][CH2:24]1.C(=O)([O-])[O-].[Na+].[Na+]. The catalyst is C(O)C. The product is [Cl:1][C:2]1[CH:7]=[CH:6][C:5]([C:8]2[CH:13]=[CH:12][C:11]([C:14]3[CH:15]=[N:16][N:17]([CH2:19][CH2:20][CH2:21][CH:25]4[CH2:26][CH2:27][CH2:28][NH:23][CH2:24]4)[N:18]=3)=[CH:10][CH:9]=2)=[CH:4][CH:3]=1. The yield is 0.750. (5) The reactants are [Br:1][C:2]1[CH:3]=[CH:4][C:5]2[N:6]([CH2:16][CH:17]3[O:21][C:20](=[O:22])[NH:19][CH2:18]3)[C:7]3[C:12]([C:13]=2[CH:14]=1)=[CH:11][C:10]([Br:15])=[CH:9][CH:8]=3.I[C:24]1[CH:29]=[CH:28][CH:27]=[CH:26][N:25]=1.C([O-])([O-])=O.[K+].[K+].C(Cl)Cl.CCOC(C)=O. The catalyst is CS(C)=O.CCOC(C)=O.[Cu]I. The product is [Br:15][C:10]1[CH:9]=[CH:8][C:7]2[N:6]([CH2:16][CH:17]3[O:21][C:20](=[O:22])[N:19]([C:24]4[CH:29]=[CH:28][CH:27]=[CH:26][N:25]=4)[CH2:18]3)[C:5]3[C:13]([C:12]=2[CH:11]=1)=[CH:14][C:2]([Br:1])=[CH:3][CH:4]=3. The yield is 0.794. (6) The reactants are [O:1]1[CH2:6][CH2:5][CH2:4][CH2:3][CH:2]1[O:7][CH2:8][CH2:9][C:10]1[CH:15]=[CH:14][C:13](Br)=[CH:12][CH:11]=1.[O:17]1CCC[CH2:18]1.C([Li])CCC.[Cl-].[NH4+]. The catalyst is CCCCCC.CN(C)C=O. The product is [O:1]1[CH2:6][CH2:5][CH2:4][CH2:3][CH:2]1[O:7][CH2:8][CH2:9][C:10]1[CH:15]=[CH:14][C:13]([CH:18]=[O:17])=[CH:12][CH:11]=1. The yield is 0.780. (7) The reactants are Br[C:2]1[CH:3]=[C:4]([NH:10][C:11]2[CH:16]=[N:15][C:14]([N:17]3[CH2:22][CH2:21][N:20]([CH:23]4[CH2:26][O:25][CH2:24]4)[CH2:19][C@@H:18]3[CH3:27])=[CH:13][N:12]=2)[C:5](=[O:9])[N:6]([CH3:8])[CH:7]=1.BrC1C=C(NC2C=CC(N3CCN(C4COC4)C[C@@H]3C)=CN=2)C(=O)N(C)C=1.[C:55]([O:58][CH2:59][C:60]1[C:61]([N:75]2[CH2:87][CH2:86][N:78]3[C:79]4[CH2:80][CH2:81][CH2:82][CH2:83][C:84]=4[CH:85]=[C:77]3[C:76]2=[O:88])=[N:62][CH:63]=[CH:64][C:65]=1B1OC(C)(C)C(C)(C)O1)(=[O:57])[CH3:56].[O-]P([O-])([O-])=O.[K+].[K+].[K+].C([O-])(=O)C.[Na+]. The catalyst is C1C=CC(P(C2C=CC=CC=2)[C-]2C=CC=C2)=CC=1.C1C=CC(P(C2C=CC=CC=2)[C-]2C=CC=C2)=CC=1.Cl[Pd]Cl.[Fe+2].C(#N)C.O. The product is [C:55]([O:58][CH2:59][C:60]1[C:61]([N:75]2[CH2:87][CH2:86][N:78]3[C:79]4[CH2:80][CH2:81][CH2:82][CH2:83][C:84]=4[CH:85]=[C:77]3[C:76]2=[O:88])=[N:62][CH:63]=[CH:64][C:65]=1[C:2]1[CH:3]=[C:4]([NH:10][C:11]2[CH:16]=[N:15][C:14]([N:17]3[CH2:22][CH2:21][N:20]([CH:23]4[CH2:26][O:25][CH2:24]4)[CH2:19][C@@H:18]3[CH3:27])=[CH:13][N:12]=2)[C:5](=[O:9])[N:6]([CH3:8])[CH:7]=1)(=[O:57])[CH3:56]. The yield is 0.420.